Dataset: Experimentally validated miRNA-target interactions with 360,000+ pairs, plus equal number of negative samples. Task: Binary Classification. Given a miRNA mature sequence and a target amino acid sequence, predict their likelihood of interaction. (1) The miRNA is hsa-miR-133b with sequence UUUGGUCCCCUUCAACCAGCUA. The protein sequence of the target gene is MNSVRAANRRPRRVSRPRPVQQQQQQPPQQPPPQPPQQQPPPQPPQQPPQQQPPPPPQQQPPPPPPPPPPPPQDRNNAGERDDVPADMVAEESGPGAQNSPYQLRRKTLLPKRTACPTKSSMEGASTSTTENFGHRAKRARVSGKSQDLSAAPAEQYLQEKLPDEVVLKIFSYLLEQDLCRAACVCKRFSELANDPILWKRLYMEVFEYTRPMMHPEPGKFYQINPEEYEHPNPWKESFQQLYKGAHVKPGFAEHFYSNPARYKGRENMLYYDTIEDALGGVQEAHFDGLIFVHSGIYTD.... Result: 0 (no interaction). (2) The miRNA is hsa-miR-335-5p with sequence UCAAGAGCAAUAACGAAAAAUGU. The protein sequence of the target gene is MTCTDQKSHSQRALGTQTPALQGPQLLNTDPSSEETRPPHVNPDRLCHMEPANHFWHAGDLQAMISKEFHLAATQDDCRKGRTQEDILVPSSHPELFASVLPMAPEEAARLQQPQPLPPPSGIHLSASRTLAPTLLYSSPPSHSPFGLSSLI. Result: 1 (interaction). (3) The miRNA is hsa-miR-5704 with sequence UUAGGCCAUCAUCCCAUUAUGC. The protein sequence of the target gene is MAAGCCGVKKQKLSSSPPSGSGGGGGASSSSHCSGESQCRAGELGLGGAGTRLNGLGGLSGGGGSGGGGGCPLSPPQGCGGGGGGGGGGGSGSGGGGISLSPPLSCGVGTLLSTPAAATASSPSSSSSSPGSRKMVVSAEMCCFCFDVLYCHLYGYQQPRTPRFTNEPYPLFVTWKIGRDKRLRGCIGTFSAMNLHSGLREYTLTSALKDSRFPPMTRDELPRLFCSVSLLTNFEDVCDYLDWEVGVHGIRIEFINEKGSKRTATYLPEVAKEQGWDHIQTIDSLLRKGGYKAPITNEFR.... Result: 0 (no interaction).